From a dataset of Reaction yield outcomes from USPTO patents with 853,638 reactions. Predict the reaction yield, written as a fraction of the theoretical maximum amount of product (1.0 means a 100% yield; for example, 0.34 means a 34% yield). (1) The reactants are [Br:1]N1C(=O)CCC1=O.OC(C(F)(F)F)=O.[F:16][C:17]1[CH:22]=[CH:21][N:20]=[C:19]([NH2:23])[CH:18]=1. The catalyst is C(#N)C. The product is [Br:1][C:22]1[C:17]([F:16])=[CH:18][C:19]([NH2:23])=[N:20][CH:21]=1. The yield is 0.670. (2) The reactants are [N:1]1[CH:5]([CH2:6][C:7]2[CH:12]=[CH:11][C:10]([C:13]3[CH:18]=[CH:17][C:16](OS(C(F)(F)F)(=O)=O)=[CH:15][CH:14]=3)=[CH:9][CH:8]=2)[N:4]=[N:3][N:2]=1.CC1(C)C(C)(C)OB(C2C=CC([C:41]3[S:42][CH:43]=[CH:44][C:45]=3[NH:46][S:47]([CH:50]([CH3:52])[CH3:51])(=[O:49])=[O:48])=CC=2)O1.O.O.O.O.O.O.O.O.[OH-].[Ba+2].[OH-]. The catalyst is CN(C=O)C.O.CCOC(C)=O. The product is [N:1]1[NH:2][N:3]=[N:4][C:5]=1[CH2:6][C:7]1[CH:12]=[CH:11][C:10]([C:13]2[CH:18]=[CH:17][C:16]([C:41]3[S:42][CH:43]=[CH:44][C:45]=3[NH:46][S:47]([CH:50]([CH3:52])[CH3:51])(=[O:49])=[O:48])=[CH:15][CH:14]=2)=[CH:9][CH:8]=1. The yield is 0.530.